From a dataset of Peptide-MHC class I binding affinity with 185,985 pairs from IEDB/IMGT. Regression. Given a peptide amino acid sequence and an MHC pseudo amino acid sequence, predict their binding affinity value. This is MHC class I binding data. The peptide sequence is LGPHYTPKIV. The MHC is HLA-B27:05 with pseudo-sequence HLA-B27:05. The binding affinity (normalized) is 0.